From a dataset of Reaction yield outcomes from USPTO patents with 853,638 reactions. Predict the reaction yield, written as a fraction of the theoretical maximum amount of product (1.0 means a 100% yield; for example, 0.34 means a 34% yield). (1) The reactants are [O:1]1[CH2:6][CH2:5][N:4]([CH2:7][CH2:8][N:9]([C:14]2[CH:15]=[C:16]3[C:20](=[CH:21][CH:22]=2)[C:19](=[O:23])[N:18]([CH2:24][C:25]([O:27]C(C)(C)C)=[O:26])[C:17]3=[O:32])[S:10]([CH3:13])(=[O:12])=[O:11])[CH2:3][CH2:2]1.[F:33][C:34]([F:39])([F:38])[C:35]([OH:37])=[O:36]. The catalyst is C(Cl)Cl. The product is [F:33][C:34]([F:39])([F:38])[C:35]([OH:37])=[O:36].[O:1]1[CH2:6][CH2:5][N:4]([CH2:7][CH2:8][N:9]([C:14]2[CH:15]=[C:16]3[C:20](=[CH:21][CH:22]=2)[C:19](=[O:23])[N:18]([CH2:24][C:25]([OH:27])=[O:26])[C:17]3=[O:32])[S:10]([CH3:13])(=[O:12])=[O:11])[CH2:3][CH2:2]1. The yield is 0.640. (2) The reactants are [CH2:1]([O:8][C:9]1[CH:14]=[C:13]([O:15][CH2:16][C:17]2[CH:22]=[CH:21][CH:20]=[CH:19][CH:18]=2)[C:12]([CH:23]([CH3:25])[CH3:24])=[CH:11][C:10]=1[C:26]1[O:30][N:29]=[C:28]([C:31](=[O:35])[NH:32][CH2:33][CH3:34])[C:27]=1[C:36]1[N:40]=[C:39]([C:41]([O:43]CC)=O)[O:38][N:37]=1)[C:2]1[CH:7]=[CH:6][CH:5]=[CH:4][CH:3]=1.[CH2:46]([NH:48][CH2:49][CH3:50])[CH3:47]. No catalyst specified. The product is [CH2:1]([O:8][C:9]1[CH:14]=[C:13]([O:15][CH2:16][C:17]2[CH:22]=[CH:21][CH:20]=[CH:19][CH:18]=2)[C:12]([CH:23]([CH3:24])[CH3:25])=[CH:11][C:10]=1[C:26]1[O:30][N:29]=[C:28]([C:31](=[O:35])[NH:32][CH2:33][CH3:34])[C:27]=1[C:36]1[N:40]=[C:39]([C:41]([N:48]([CH2:49][CH3:50])[CH2:46][CH3:47])=[O:43])[O:38][N:37]=1)[C:2]1[CH:3]=[CH:4][CH:5]=[CH:6][CH:7]=1. The yield is 0.540. (3) The reactants are [C:1]([O:9]CC)(=O)[CH2:2][C:3]([O:5][CH2:6][CH3:7])=[O:4].[H-].[Na+].[H][H].[F:16][C:17]1[CH:35]=[CH:34][C:20]([CH2:21][N:22]2[C:27]3[CH:28]=[CH:29][CH:30]=[CH:31][C:26]=3[C:25](=O)[O:24]C2=O)=[CH:19][CH:18]=1.Cl. The catalyst is CC(N(C)C)=O. The product is [CH2:6]([O:5][C:3]([C:2]1[C:1](=[O:9])[N:22]([CH2:21][C:20]2[CH:19]=[CH:18][C:17]([F:16])=[CH:35][CH:34]=2)[C:27]2[C:26]([C:25]=1[OH:24])=[CH:31][CH:30]=[CH:29][CH:28]=2)=[O:4])[CH3:7]. The yield is 0.780. (4) The product is [CH:12]1[C:8]2[CH2:9][CH2:10][C:11]3[CH:1]=[CH:2][CH:3]=[CH:4][C:5]=3[C:6](=[CH:16][C:17]3[N:22]=[C:21]([NH:23][S:32]([CH3:31])(=[O:34])=[O:33])[CH:20]=[CH:19][CH:18]=3)[C:7]=2[CH:15]=[CH:14][CH:13]=1. The yield is 0.690. The catalyst is C(Cl)Cl. The reactants are [CH:1]1[C:11]2[CH2:10][CH2:9][C:8]3[CH:12]=[CH:13][CH:14]=[CH:15][C:7]=3[C:6](=[CH:16][C:17]3[N:22]=[C:21]([NH2:23])[CH:20]=[CH:19][CH:18]=3)[C:5]=2[CH:4]=[CH:3][CH:2]=1.C(N(CC)CC)C.[CH3:31][S:32](Cl)(=[O:34])=[O:33].Cl.